From a dataset of Full USPTO retrosynthesis dataset with 1.9M reactions from patents (1976-2016). Predict the reactants needed to synthesize the given product. (1) Given the product [CH3:1][N:2]1[C:7](=[O:8])[C:6]2[C:9]([C:30]3[CH:35]=[CH:34][CH:33]=[CH:32][CH:31]=3)=[C:10]([C:12]3[CH:17]=[CH:16][C:15]([C:18]4([NH:22][C:23](=[O:29])[O:24][C:25]([CH3:28])([CH3:27])[CH3:26])[CH2:21][CH2:20][CH2:19]4)=[CH:14][CH:13]=3)[O:11][C:5]=2[N:4]=[C:3]1[N:40]1[CH2:44][CH2:43][CH2:42][CH2:41]1, predict the reactants needed to synthesize it. The reactants are: [CH3:1][N:2]1[C:7](=[O:8])[C:6]2[C:9]([C:30]3[CH:35]=[CH:34][CH:33]=[CH:32][CH:31]=3)=[C:10]([C:12]3[CH:17]=[CH:16][C:15]([C:18]4([NH:22][C:23](=[O:29])[O:24][C:25]([CH3:28])([CH3:27])[CH3:26])[CH2:21][CH2:20][CH2:19]4)=[CH:14][CH:13]=3)[O:11][C:5]=2[N:4]=[C:3]1S(C)(=O)=O.[NH:40]1[CH2:44][CH2:43][CH2:42][CH2:41]1. (2) Given the product [C:8]([O:12][C:13]([N:15]1[CH2:20][CH2:19][C:18]([OH:44])([C:21]2[CH:22]=[CH:23][C:24]([CH2:27][O:28][CH2:29][C@@H:30]([CH3:43])[CH2:31][N:2]3[N:3]=[N:4][CH:5]=[N:1]3)=[CH:25][CH:26]=2)[CH:17]([O:45][CH2:46][C:47]2[CH:48]=[CH:49][C:50]3[O:55][CH2:54][CH2:53][N:52]([CH2:56][CH2:57][CH2:58][O:59][CH3:60])[C:51]=3[CH:61]=2)[CH2:16]1)=[O:14])([CH3:10])([CH3:9])[CH3:11], predict the reactants needed to synthesize it. The reactants are: [NH:1]1[CH:5]=[N:4][N:3]=[N:2]1.[H-].[Na+].[C:8]([O:12][C:13]([N:15]1[CH2:20][CH2:19][C@:18]([OH:44])([C:21]2[CH:26]=[CH:25][C:24]([CH2:27][O:28][CH2:29][C@@H:30]([CH3:43])[CH2:31]OS(C3C=CC(C)=CC=3)(=O)=O)=[CH:23][CH:22]=2)[C@@H:17]([O:45][CH2:46][C:47]2[CH:48]=[CH:49][C:50]3[O:55][CH2:54][CH2:53][N:52]([CH2:56][CH2:57][CH2:58][O:59][CH3:60])[C:51]=3[CH:61]=2)[CH2:16]1)=[O:14])([CH3:11])([CH3:10])[CH3:9].O. (3) Given the product [F:1][C:2]1[CH:7]=[C:6]([CH:5]=[C:4]([F:11])[C:3]=1[Si:12]([CH3:14])([CH3:13])[CH3:15])[NH2:8], predict the reactants needed to synthesize it. The reactants are: [F:1][C:2]1[CH:7]=[C:6]([N+:8]([O-])=O)[CH:5]=[C:4]([F:11])[C:3]=1[Si:12]([CH3:15])([CH3:14])[CH3:13]. (4) Given the product [Br:10][C:7]1[S:6][C:5]([CH2:1][CH:2]([CH3:4])[CH3:3])=[N:9][CH:8]=1, predict the reactants needed to synthesize it. The reactants are: [CH2:1]([C:5]1[S:6][CH:7]=[CH:8][N:9]=1)[CH:2]([CH3:4])[CH3:3].[Br:10]N1C(=O)CCC1=O.C(OCC)(=O)C.CCCCCC.